This data is from Forward reaction prediction with 1.9M reactions from USPTO patents (1976-2016). The task is: Predict the product of the given reaction. (1) Given the reactants [CH3:1][CH:2]([CH3:19])[CH:3]([C:9]1[CH:14]=[CH:13][C:12]([NH:15]C(=O)C)=[CH:11][CH:10]=1)[N:4]1[CH:8]=[N:7][CH:6]=[N:5]1.[NH4+].[OH-], predict the reaction product. The product is: [CH3:1][CH:2]([CH3:19])[CH:3]([C:9]1[CH:14]=[CH:13][C:12]([NH2:15])=[CH:11][CH:10]=1)[N:4]1[CH:8]=[N:7][CH:6]=[N:5]1. (2) Given the reactants Cl.Cl.[Cl:3][C:4]1[CH:9]=[CH:8][C:7]([C:10]2[S:18]C3C(=O)[N:15]([CH2:20][CH2:21][C:22]4[CH:27]=[CH:26][C:25]([CH2:28][NH:29][CH3:30])=[CH:24][CH:23]=4)[CH:14]=[N:13][C:12]=3[CH:11]=2)=[CH:6][CH:5]=1.[C:31](Cl)(=[O:33])[CH3:32].C(N(CC)CC)C.[O:42]1CC[CH2:44][CH2:43]1, predict the reaction product. The product is: [Cl:3][C:4]1[CH:5]=[CH:6][C:7]([C:10]2[S:18][C:32]3[C:31](=[O:33])[N:15]([CH2:20][CH2:21][C:22]4[CH:23]=[CH:24][C:25]([CH2:28][N:29]([CH3:30])[C:43](=[O:42])[CH3:44])=[CH:26][CH:27]=4)[CH:14]=[N:13][C:12]=3[CH:11]=2)=[CH:8][CH:9]=1. (3) The product is: [CH2:46]([N:50]1[N:54]=[C:53]([CH3:55])[S:52]/[C:51]/1=[CH:56]\[C:5]([C:4]1[CH:8]=[C:9]([CH3:11])[CH:10]=[C:2]([CH3:1])[CH:3]=1)=[O:7])[CH2:47][CH2:48][CH3:49]. Given the reactants [CH3:1][C:2]1[CH:3]=[C:4]([CH:8]=[C:9]([CH3:11])[CH:10]=1)[C:5]([OH:7])=O.CN(C(ON1N=NC2C=CC=NC1=2)=[N+](C)C)C.F[P-](F)(F)(F)(F)F.CCN(C(C)C)C(C)C.[I-].[CH2:46]([N+:50]1[N:54]=[C:53]([CH3:55])[S:52][C:51]=1[CH3:56])[CH2:47][CH2:48][CH3:49], predict the reaction product.